From a dataset of Forward reaction prediction with 1.9M reactions from USPTO patents (1976-2016). Predict the product of the given reaction. (1) Given the reactants C1(P([N:15]=[N+:16]=[N-:17])(C2C=CC=CC=2)=O)C=CC=CC=1.N12CCCN=C1CCCCC2.[CH3:29][O:30][C:31]1[CH:32]=[C:33]([CH2:40]O)[CH:34]=[C:35]([N+:37]([O-:39])=[O:38])[CH:36]=1, predict the reaction product. The product is: [N:15]([CH2:40][C:33]1[CH:34]=[C:35]([N+:37]([O-:39])=[O:38])[CH:36]=[C:31]([O:30][CH3:29])[CH:32]=1)=[N+:16]=[N-:17]. (2) Given the reactants [CH3:1][C:2]1[CH:7]=[C:6]([N:8]2[CH2:13][CH2:12]O[CH2:10][CH2:9]2)[CH:5]=[CH:4][C:3]=1[NH2:14].N1CC[S:18]CC1.Cl[C:22]1[N:30]=[C:29]2[C:25]([N:26]=[CH:27][NH:28]2)=[C:24]([NH:31][CH:32]2[CH2:37][CH2:36][CH2:35][CH2:34][CH2:33]2)[N:23]=1, predict the reaction product. The product is: [CH:32]1([NH:31][C:24]2[N:23]=[C:22]([NH:14][C:3]3[CH:4]=[CH:5][C:6]([N:8]4[CH2:13][CH2:12][S:18][CH2:10][CH2:9]4)=[CH:7][C:2]=3[CH3:1])[N:30]=[C:29]3[C:25]=2[N:26]=[CH:27][NH:28]3)[CH2:37][CH2:36][CH2:35][CH2:34][CH2:33]1. (3) The product is: [NH:1]1[C:5]2[CH:6]=[CH:7][C:8]([N:10]3[CH:16]([C:15]4[CH:18]=[CH:19][C:20]([O:21][CH3:22])=[C:13]([O:12][CH3:11])[CH:14]=4)[CH2:30][NH:29][C:34]3=[O:35])=[CH:9][C:4]=2[N:3]=[CH:2]1. Given the reactants [NH:1]1[C:5]2[CH:6]=[CH:7][C:8]([NH2:10])=[CH:9][C:4]=2[N:3]=[CH:2]1.[CH3:11][O:12][C:13]1[CH:14]=[C:15]([CH:18]=[CH:19][C:20]=1[O:21][CH3:22])[CH:16]=O.[Si](C#N)(C)(C)C.[N:29]1([C:34](N2C=CN=C2)=[O:35])C=CN=[CH:30]1, predict the reaction product. (4) The product is: [C:7]1([C:1]2[CH:6]=[CH:5][CH:4]=[CH:3][CH:2]=2)[CH:15]=[CH:14][C:10]([C:11]([NH:17][CH:18]([C:19]([O:21][CH2:22][CH3:23])=[O:20])[C:24]([O:26][CH2:27][CH3:28])=[O:25])=[O:12])=[CH:9][CH:8]=1. Given the reactants [C:1]1([C:7]2[CH:15]=[CH:14][C:10]([C:11](Cl)=[O:12])=[CH:9][CH:8]=2)[CH:6]=[CH:5][CH:4]=[CH:3][CH:2]=1.Cl.[NH2:17][CH:18]([C:24]([O:26][CH2:27][CH3:28])=[O:25])[C:19]([O:21][CH2:22][CH3:23])=[O:20].C(=O)([O-])O.[Na+], predict the reaction product.